This data is from Peptide-MHC class II binding affinity with 134,281 pairs from IEDB. The task is: Regression. Given a peptide amino acid sequence and an MHC pseudo amino acid sequence, predict their binding affinity value. This is MHC class II binding data. (1) The peptide sequence is AKSSPAYPSVLGQTI. The MHC is DRB1_0101 with pseudo-sequence DRB1_0101. The binding affinity (normalized) is 0.424. (2) The peptide sequence is NRQILDNAAKYVEHD. The MHC is DRB3_0101 with pseudo-sequence DRB3_0101. The binding affinity (normalized) is 0.615. (3) The peptide sequence is DNEAYEMPSEEGYQD. The MHC is DRB3_0202 with pseudo-sequence DRB3_0202. The binding affinity (normalized) is 0.